From a dataset of Forward reaction prediction with 1.9M reactions from USPTO patents (1976-2016). Predict the product of the given reaction. Given the reactants [CH2:1]([C:5]1[N:9]([C:10]2[CH:15]=[CH:14][CH:13]=[CH:12][CH:11]=2)[N:8]=[C:7]([CH2:16][NH:17][CH3:18])[CH:6]=1)[CH:2]([CH3:4])[CH3:3].C(N(CC)CC)C.[C:26]1([S:32](Cl)(=[O:34])=[O:33])[CH:31]=[CH:30][CH:29]=[CH:28][CH:27]=1.O, predict the reaction product. The product is: [CH3:18][N:17]([CH2:16][C:7]1[CH:6]=[C:5]([CH2:1][CH:2]([CH3:4])[CH3:3])[N:9]([C:10]2[CH:11]=[CH:12][CH:13]=[CH:14][CH:15]=2)[N:8]=1)[S:32]([C:26]1[CH:31]=[CH:30][CH:29]=[CH:28][CH:27]=1)(=[O:34])=[O:33].